Dataset: Forward reaction prediction with 1.9M reactions from USPTO patents (1976-2016). Task: Predict the product of the given reaction. (1) The product is: [Br-:11].[CH2:1]([O:3][C:4]([CH2:5][CH2:6][CH2:7][CH2:8][CH2:9][CH2:10][P+:19]([C:20]1[CH:21]=[CH:22][CH:23]=[CH:24][CH:25]=1)([C:26]1[CH:31]=[CH:30][CH:29]=[CH:28][CH:27]=1)[C:16]1[CH:15]=[CH:14][CH:13]=[CH:18][CH:17]=1)=[O:12])[CH3:2]. Given the reactants [CH2:1]([O:3][C:4](=[O:12])[CH2:5][CH2:6][CH2:7][CH2:8][CH2:9][CH2:10][Br:11])[CH3:2].[CH:13]1[CH:18]=[CH:17][C:16]([P:19]([C:26]2[CH:31]=[CH:30][CH:29]=[CH:28][CH:27]=2)[C:20]2[CH:25]=[CH:24][CH:23]=[CH:22][CH:21]=2)=[CH:15][CH:14]=1, predict the reaction product. (2) Given the reactants Cl.[CH3:2][O:3][C:4](=[O:17])[C@@H:5]([NH2:16])[CH2:6][C:7]1[C:8]2[CH:15]=[CH:14][CH:13]=[CH:12][C:9]=2[S:10][CH:11]=1.[Cl:18][C:19]1[CH:27]=[CH:26][C:22]([C:23](O)=[O:24])=[C:21]([NH:28][S:29]([C:32]2[C:33]3[N:34]=[CH:35][CH:36]=[N:37][C:38]=3[CH:39]=[CH:40][CH:41]=2)(=[O:31])=[O:30])[CH:20]=1, predict the reaction product. The product is: [CH3:2][O:3][C:4](=[O:17])[C@@H:5]([NH:16][C:23](=[O:24])[C:22]1[CH:26]=[CH:27][C:19]([Cl:18])=[CH:20][C:21]=1[NH:28][S:29]([C:32]1[C:33]2[N:34]=[CH:35][CH:36]=[N:37][C:38]=2[CH:39]=[CH:40][CH:41]=1)(=[O:31])=[O:30])[CH2:6][C:7]1[C:8]2[CH:15]=[CH:14][CH:13]=[CH:12][C:9]=2[S:10][CH:11]=1. (3) Given the reactants [CH3:1][S:2]([O:5][CH2:6][CH2:7][N:8]([CH2:25][CH2:26][O:27][S:28]([CH3:31])(=[O:30])=[O:29])[C:9]1[C:10]([N+:22]([O-:24])=[O:23])=[CH:11][C:12]([N+:19]([O-:21])=[O:20])=[C:13]([CH:18]=1)[C:14]([O:16]C)=[O:15])(=[O:4])=[O:3].[OH-].[K+], predict the reaction product. The product is: [CH3:31][S:28]([O:27][CH2:26][CH2:25][N:8]([CH2:7][CH2:6][O:5][S:2]([CH3:1])(=[O:4])=[O:3])[C:9]1[C:10]([N+:22]([O-:24])=[O:23])=[CH:11][C:12]([N+:19]([O-:21])=[O:20])=[C:13]([CH:18]=1)[C:14]([OH:16])=[O:15])(=[O:29])=[O:30]. (4) Given the reactants C(N)C1C=CC=CC=1.C(O)(=O)C.O1CC1COC1C2C3C(=CC=CC=3)NC=2C=CC=1.[CH3:31][O:32][C:33]1[C:38]([O:39][CH2:40][CH2:41][N:42]([CH2:50][CH:51]([OH:67])[CH2:52][O:53][C:54]2[C:59]3[C:60]4[C:65]([NH:66][C:58]=3[CH:57]=[CH:56][CH:55]=2)=[CH:64][CH:63]=[CH:62][CH:61]=4)CC2C=CC=CC=2)=[CH:37][CH:36]=[CH:35][CH:34]=1, predict the reaction product. The product is: [CH3:31][O:32][C:33]1[CH:34]=[CH:35][CH:36]=[CH:37][C:38]=1[O:39][CH2:40][CH2:41][NH:42][CH2:50][CH:51]([OH:67])[CH2:52][O:53][C:54]1[CH:55]=[CH:56][CH:57]=[C:58]2[NH:66][C:65]3[CH:64]=[CH:63][CH:62]=[CH:61][C:60]=3[C:59]=12. (5) Given the reactants [CH:1]1[C:6]([N+:7]([O-:9])=[O:8])=[CH:5][CH:4]=[C:3]([O:10][C@@H]2O[C@H](CO)[C@@H](O[C@@H]3O[C@H](CO)[C@@H](O)[C@H](O)[C@H]3O)[C@H](O)[C@H]2O)[CH:2]=1, predict the reaction product. The product is: [CH:5]1[C:6]([N+:7]([O-:9])=[O:8])=[CH:1][CH:2]=[C:3]([OH:10])[CH:4]=1. (6) Given the reactants C[O:2][C:3](=O)[C:4]1[C:5](=[CH:10][C:11]([F:15])=[C:12]([I:14])[CH:13]=1)[C:6](OC)=[O:7].[Cl-].[Ca+2].[Cl-].[BH4-].[Na+], predict the reaction product. The product is: [F:15][C:11]1[C:12]([I:14])=[CH:13][C:4]([CH2:3][OH:2])=[C:5]([CH2:6][OH:7])[CH:10]=1. (7) Given the reactants [Br:1][C:2]1[CH:7]=[C:6]([Cl:8])[CH:5]=[C:4]([OH:9])[C:3]=1[OH:10].C(=O)([O-])[O-].[K+].[K+].Br[C:18](Br)([C:24]([O:26][CH2:27][CH3:28])=[O:25])[C:19]([O:21][CH2:22][CH3:23])=[O:20], predict the reaction product. The product is: [CH2:27]([O:26][C:24]([C:18]1([C:19]([O:21][CH2:22][CH3:23])=[O:20])[O:9][C:4]2[CH:5]=[C:6]([Cl:8])[CH:7]=[C:2]([Br:1])[C:3]=2[O:10]1)=[O:25])[CH3:28]. (8) Given the reactants [C:1](Cl)(=[O:4])[CH:2]=[CH2:3].[CH3:6][O:7][C:8]1[CH:13]=[C:12]([N:14]2[CH2:17][C:16]3([N:21]([CH3:22])[CH2:20][CH2:19][CH2:18]3)[CH2:15]2)[C:11]([NH2:23])=[CH:10][C:9]=1[NH:24][C:25]1[N:30]=[C:29]([C:31]2[C:39]3[C:34](=[CH:35][CH:36]=[CH:37][CH:38]=3)[N:33]([CH3:40])[CH:32]=2)[CH:28]=[CH:27][N:26]=1.CCN(C(C)C)C(C)C, predict the reaction product. The product is: [CH3:6][O:7][C:8]1[C:9]([NH:24][C:25]2[N:30]=[C:29]([C:31]3[C:39]4[C:34](=[CH:35][CH:36]=[CH:37][CH:38]=4)[N:33]([CH3:40])[CH:32]=3)[CH:28]=[CH:27][N:26]=2)=[CH:10][C:11]([NH:23][C:1](=[O:4])[CH:2]=[CH2:3])=[C:12]([N:14]2[CH2:17][C:16]3([N:21]([CH3:22])[CH2:20][CH2:19][CH2:18]3)[CH2:15]2)[CH:13]=1. (9) Given the reactants C([O:3][C:4](=[O:41])[CH:5]([NH:14][C:15]([N:17]([CH2:27][CH2:28][C:29]1[CH:34]=[CH:33][C:32]([C:35]2[CH:40]=[CH:39][CH:38]=[CH:37][CH:36]=2)=[CH:31][CH:30]=1)[CH2:18][C:19]1[CH:24]=[CH:23][C:22]([Cl:25])=[C:21]([Cl:26])[CH:20]=1)=[O:16])[CH2:6][C:7]1[CH:12]=[CH:11][C:10]([Cl:13])=[CH:9][CH:8]=1)C.[OH-].[Na+], predict the reaction product. The product is: [C:32]1([C:35]2[CH:40]=[CH:39][CH:38]=[CH:37][CH:36]=2)[CH:31]=[CH:30][C:29]([CH2:28][CH2:27][N:17]([CH2:18][C:19]2[CH:24]=[CH:23][C:22]([Cl:25])=[C:21]([Cl:26])[CH:20]=2)[C:15](=[O:16])[NH:14][CH:5]([CH2:6][C:7]2[CH:12]=[CH:11][C:10]([Cl:13])=[CH:9][CH:8]=2)[C:4]([OH:41])=[O:3])=[CH:34][CH:33]=1. (10) Given the reactants C([O:3][C:4]([C:6]1[S:10][C:9]([NH:11][C:12]2[CH:17]=[CH:16][C:15]([O:18][CH3:19])=[C:14]([O:20][CH3:21])[CH:13]=2)=[N:8][CH:7]=1)=[O:5])C.[OH-].[K+], predict the reaction product. The product is: [CH3:21][O:20][C:14]1[CH:13]=[C:12]([NH:11][C:9]2[S:10][C:6]([C:4]([OH:5])=[O:3])=[CH:7][N:8]=2)[CH:17]=[CH:16][C:15]=1[O:18][CH3:19].